From a dataset of Forward reaction prediction with 1.9M reactions from USPTO patents (1976-2016). Predict the product of the given reaction. (1) The product is: [NH2:22][CH2:23][C@@H:24]1[CH2:29][CH2:28][C@H:27]([NH:30][C:2]2[CH:11]=[C:10]([CH3:12])[C:9]3[C:4](=[CH:5][CH:6]=[CH:7][CH:8]=3)[N:3]=2)[CH2:26][CH2:25]1. Given the reactants Cl[C:2]1[CH:11]=[C:10]([CH3:12])[C:9]2[C:4](=[CH:5][CH:6]=[CH:7][CH:8]=2)[N:3]=1.C(OC(=O)[NH:22][CH2:23][C@H:24]1[CH2:29][CH2:28][C@@H:27]([NH2:30])[CH2:26][CH2:25]1)C1C=CC=CC=1.C([O-])(O)=O.[Na+], predict the reaction product. (2) The product is: [CH3:3][NH:4][C:8]([C:10]1[CH:14]=[C:13]([O:15][CH2:16][CH2:17][CH2:18][N:19]2[CH2:20][CH2:21][N:22]([C:25]3[C:33]4[CH:32]=[CH:31][S:30][C:29]=4[CH:28]=[CH:27][CH:26]=3)[CH2:23][CH2:24]2)[N:12]([CH2:34][CH:35]=[CH2:36])[N:11]=1)=[O:9]. Given the reactants CO.[CH3:3][NH2:4].C(O[C:8]([C:10]1[CH:14]=[C:13]([O:15][CH2:16][CH2:17][CH2:18][N:19]2[CH2:24][CH2:23][N:22]([C:25]3[C:33]4[CH:32]=[CH:31][S:30][C:29]=4[CH:28]=[CH:27][CH:26]=3)[CH2:21][CH2:20]2)[N:12]([CH2:34][CH:35]=[CH2:36])[N:11]=1)=[O:9])C, predict the reaction product. (3) The product is: [Cl:20][C:21]1[CH:22]=[C:23]([CH2:24][CH2:25][NH:26][CH2:18][C:16]2[CH:15]=[CH:14][C:3]([O:4][C:5]3[N:6]=[CH:7][C:8]([C:11]([NH2:13])=[O:12])=[N:9][CH:10]=3)=[C:2]([F:1])[CH:17]=2)[CH:27]=[CH:28][C:29]=1[Cl:30]. Given the reactants [F:1][C:2]1[CH:17]=[C:16]([CH:18]=O)[CH:15]=[CH:14][C:3]=1[O:4][C:5]1[N:6]=[CH:7][C:8]([C:11]([NH2:13])=[O:12])=[N:9][CH:10]=1.[Cl:20][C:21]1[CH:22]=[C:23]([CH:27]=[CH:28][C:29]=1[Cl:30])[CH2:24][CH2:25][NH2:26].[BH4-].[Na+], predict the reaction product. (4) Given the reactants [Cl:1][C:2]1[CH:3]=[CH:4][N:5]=[C:6]2[C:11]=1[N:10]=[CH:9][C:8]([O:12]C)=[CH:7]2.B(Br)(Br)Br.ClC(Cl)C, predict the reaction product. The product is: [Cl:1][C:2]1[CH:3]=[CH:4][N:5]=[C:6]2[C:11]=1[N:10]=[CH:9][C:8]([OH:12])=[CH:7]2. (5) Given the reactants Cl[C:2]1[C:7]([N+:8]([O-:10])=[O:9])=[C:6]([NH:11][C:12](=[O:18])[O:13][C:14]([CH3:17])([CH3:16])[CH3:15])[CH:5]=[C:4]([Cl:19])[N:3]=1.[N:20]1[C:29]2[C:24](=[CH:25][C:26]([CH2:30][NH2:31])=[CH:27][CH:28]=2)[CH:23]=[CH:22][CH:21]=1, predict the reaction product. The product is: [Cl:19][C:4]1[N:3]=[C:2]([NH:31][CH2:30][C:26]2[CH:25]=[C:24]3[C:29](=[CH:28][CH:27]=2)[N:20]=[CH:21][CH:22]=[CH:23]3)[C:7]([N+:8]([O-:10])=[O:9])=[C:6]([NH:11][C:12](=[O:18])[O:13][C:14]([CH3:17])([CH3:16])[CH3:15])[CH:5]=1. (6) The product is: [CH2:1]([O:3][C:4]([C@@H:6]1[C@H:8]([C:9]2[CH:14]=[CH:13][CH:12]=[CH:11][CH:10]=2)[C@H:7]1[C:15]1[CH:20]=[CH:19][C:18]([NH:21][C:32](=[O:36])[CH:33]([CH3:35])[CH3:34])=[C:17]([Br:22])[CH:16]=1)=[O:5])[CH3:2]. Given the reactants [CH2:1]([O:3][C:4]([C@@H:6]1[C@H:8]([C:9]2[CH:14]=[CH:13][CH:12]=[CH:11][CH:10]=2)[C@H:7]1[C:15]1[CH:20]=[CH:19][C:18]([NH2:21])=[C:17]([Br:22])[CH:16]=1)=[O:5])[CH3:2].CCN(C(C)C)C(C)C.[C:32](Cl)(=[O:36])[CH:33]([CH3:35])[CH3:34].O, predict the reaction product. (7) Given the reactants C1(N2C3C(=CC(F)=C(N4CCC(NC5CCNCC5)CC4)C=3OC)C(=O)C(C(O)=O)=C2)CC1.C(OC([N:41]1[CH2:46][CH2:45][CH:44]([N:47]([CH2:53][CH:54]2[CH2:58][CH2:57][N:56]([C:59]3[C:68]([O:69][CH3:70])=[C:67]4[C:62]([C:63](=[O:77])[C:64]([C:74]([OH:76])=[O:75])=[CH:65][N:66]4[CH:71]4[CH2:73][CH2:72]4)=[CH:61][C:60]=3[F:78])[CH2:55]2)[CH2:48][CH2:49][N:50]([CH3:52])[CH3:51])[CH2:43][CH2:42]1)=O)(C)(C)C, predict the reaction product. The product is: [CH:71]1([N:66]2[C:67]3[C:62](=[CH:61][C:60]([F:78])=[C:59]([N:56]4[CH2:57][CH2:58][CH:54]([CH2:53][N:47]([CH2:48][CH2:49][N:50]([CH3:52])[CH3:51])[CH:44]5[CH2:45][CH2:46][NH:41][CH2:42][CH2:43]5)[CH2:55]4)[C:68]=3[O:69][CH3:70])[C:63](=[O:77])[C:64]([C:74]([OH:76])=[O:75])=[CH:65]2)[CH2:73][CH2:72]1. (8) Given the reactants Cl[C:2]([C:4]1[CH:9]=[C:8]([CH3:10])[C:7]([O:11][C:12](=[O:14])[CH3:13])=[C:6]([CH3:15])[CH:5]=1)=[O:3].[NH2:16][C:17]1[C:22]([C:23](O)=[O:24])=[CH:21][N:20]=[CH:19][CH:18]=1.N1C=CC=CC=1, predict the reaction product. The product is: [CH3:10][C:8]1[CH:9]=[C:4]([C:2]2[O:3][C:23](=[O:24])[C:22]3[CH:21]=[N:20][CH:19]=[CH:18][C:17]=3[N:16]=2)[CH:5]=[C:6]([CH3:15])[C:7]=1[O:11][C:12](=[O:14])[CH3:13]. (9) Given the reactants CN(C)C(N(C)C)=N.[CH3:9][O:10][C:11](=[O:40])[CH:12](P(OC)(OC)=O)[NH:13][C:14](=[O:33])[C:15]1[CH:20]=[CH:19][C:18]([CH:21]([OH:31])/[CH:22]=[CH:23]/[C:24]2[CH:29]=[CH:28][CH:27]=[C:26]([OH:30])[CH:25]=2)=[CH:17][C:16]=1[Cl:32].[N:41]1[C:50]2[C:45](=[CH:46][CH:47]=[CH:48][CH:49]=2)[CH:44]=[C:43]([CH:51]=O)[CH:42]=1, predict the reaction product. The product is: [CH3:9][O:10][C:11](=[O:40])/[C:12](/[NH:13][C:14](=[O:33])[C:15]1[CH:20]=[CH:19][C:18]([CH:21]([OH:31])/[CH:22]=[CH:23]/[C:24]2[CH:29]=[CH:28][CH:27]=[C:26]([OH:30])[CH:25]=2)=[CH:17][C:16]=1[Cl:32])=[CH:51]/[C:43]1[CH:42]=[N:41][C:50]2[C:45]([CH:44]=1)=[CH:46][CH:47]=[CH:48][CH:49]=2.